From a dataset of Peptide-MHC class II binding affinity with 134,281 pairs from IEDB. Regression. Given a peptide amino acid sequence and an MHC pseudo amino acid sequence, predict their binding affinity value. This is MHC class II binding data. (1) The peptide sequence is NHVIQSVRRLYPKIF. The MHC is DRB1_0404 with pseudo-sequence DRB1_0404. The binding affinity (normalized) is 0.180. (2) The peptide sequence is TWTSIPTLAAQFPFN. The MHC is DRB1_0101 with pseudo-sequence DRB1_0101. The binding affinity (normalized) is 0.668. (3) The peptide sequence is FLLSYGEKDFEDYRF. The MHC is DRB1_0101 with pseudo-sequence DRB1_0101. The binding affinity (normalized) is 0.356. (4) The peptide sequence is GVTLVRKNRWLLLNV. The MHC is HLA-DQA10201-DQB10303 with pseudo-sequence HLA-DQA10201-DQB10303. The binding affinity (normalized) is 0. (5) The peptide sequence is DGQGKAVWGKNSCAK. The MHC is DRB1_1101 with pseudo-sequence DRB1_1101. The binding affinity (normalized) is 0.314. (6) The peptide sequence is RIDTPEVLKGPFTVR. The MHC is HLA-DQA10101-DQB10501 with pseudo-sequence HLA-DQA10101-DQB10501. The binding affinity (normalized) is 0. (7) The peptide sequence is IHKASTVLAFPAGVC. The MHC is DRB3_0202 with pseudo-sequence DRB3_0202. The binding affinity (normalized) is 0.198.